Dataset: Full USPTO retrosynthesis dataset with 1.9M reactions from patents (1976-2016). Task: Predict the reactants needed to synthesize the given product. Given the product [CH:1]1([N:4]2[CH2:9][C:8]3([CH2:14][CH2:13][N:12]([S:15]([C:18]4[CH:23]=[CH:22][C:21]([C:35]5[CH:40]=[CH:39][CH:38]=[C:37]([S:41]([OH:44])(=[O:43])=[O:42])[CH:36]=5)=[CH:20][CH:19]=4)(=[O:16])=[O:17])[CH2:11][CH2:10]3)[O:7][CH2:6][C:5]2=[O:33])[CH2:3][CH2:2]1, predict the reactants needed to synthesize it. The reactants are: [CH:1]1([N:4]2[CH2:9][C:8]3([CH2:14][CH2:13][N:12]([S:15]([C:18]4[CH:23]=[CH:22][C:21](B5OC(C)(C)C(C)(C)O5)=[CH:20][CH:19]=4)(=[O:17])=[O:16])[CH2:11][CH2:10]3)[O:7][CH2:6][C:5]2=[O:33])[CH2:3][CH2:2]1.Br[C:35]1[CH:36]=[C:37]([S:41]([O:44]C2C(F)=C(F)C(F)=C(F)C=2F)(=[O:43])=[O:42])[CH:38]=[CH:39][CH:40]=1.C(=O)(O)[O-].[Na+].